Predict the reaction yield, written as a fraction of the theoretical maximum amount of product (1.0 means a 100% yield; for example, 0.34 means a 34% yield). From a dataset of Reaction yield outcomes from USPTO patents with 853,638 reactions. (1) The reactants are [F:8][C:7]([F:10])([F:9])[C:6](O[C:6](=[O:11])[C:7]([F:10])([F:9])[F:8])=[O:11].[Br:14][C:15]1[CH:21]=[CH:20][C:18]([NH2:19])=[C:17]([CH:22]2[CH2:26][CH2:25][CH2:24][O:23]2)[CH:16]=1.[N+:27]([O-])([O-:29])=[O:28].[NH4+]. No catalyst specified. The product is [Br:14][C:15]1[CH:16]=[C:17]([CH:22]2[CH2:26][CH2:25][CH2:24][O:23]2)[C:18]([NH:19][C:6](=[O:11])[C:7]([F:8])([F:9])[F:10])=[C:20]([N+:27]([O-:29])=[O:28])[CH:21]=1. The yield is 0.620. (2) The reactants are [C:1]([O:5][C:6]([N:8]1[CH2:12][CH2:11][CH:10]([CH2:13][NH:14][C:15]2[S:16][C:17]3[CH:23]=[C:22]([N+:24]([O-:26])=[O:25])[CH:21]=[CH:20][C:18]=3[N:19]=2)[CH2:9]1)=[O:7])([CH3:4])([CH3:3])[CH3:2].[H-].[Na+].IC.[C:31](OCC)(=O)[CH3:32]. The catalyst is CN(C=O)C. The product is [C:1]([O:5][C:6]([N:8]1[CH2:12][CH2:11][CH:10]([CH2:13][N:14]([C:15]2[S:16][C:17]3[CH:23]=[C:22]([N+:24]([O-:26])=[O:25])[CH:21]=[CH:20][C:18]=3[N:19]=2)[CH2:31][CH3:32])[CH2:9]1)=[O:7])([CH3:4])([CH3:2])[CH3:3]. The yield is 0.340. (3) The reactants are [CH3:1][C:2]1[C:3]([N:24]2[C:29](=[O:30])[CH2:28][CH2:27][C@H:26]([NH:31]C(=O)OC(C)(C)C)[CH2:25]2)=[N:4][C:5]([N:8]2[C:16]3[CH:15]=[C:14]([C:17]4[CH:22]=[N:21][CH:20]=[C:19]([CH3:23])[N:18]=4)[N:13]=[CH:12][C:11]=3[CH:10]=[N:9]2)=[CH:6][CH:7]=1.O1CCOCC1. The catalyst is Cl. The product is [NH2:31][C@@H:26]1[CH2:25][N:24]([C:3]2[C:2]([CH3:1])=[CH:7][CH:6]=[C:5]([N:8]3[C:16]4[CH:15]=[C:14]([C:17]5[CH:22]=[N:21][CH:20]=[C:19]([CH3:23])[N:18]=5)[N:13]=[CH:12][C:11]=4[CH:10]=[N:9]3)[N:4]=2)[C:29](=[O:30])[CH2:28][CH2:27]1. The yield is 0.290. (4) The reactants are [CH3:1][O:2][C:3]1[CH:8]=[CH:7][CH:6]=[CH:5][C:4]=1[N:9]=[C:10]=[O:11].Cl.[NH2:13][CH2:14][C:15]1[CH:23]=[CH:22][CH:21]=[C:20]2[C:16]=1[C:17](=[O:33])[N:18]([CH:25]1[CH2:30][CH2:29][C:28](=[O:31])[NH:27][C:26]1=[O:32])[C:19]2=[O:24].C(N(CC)CC)C. The catalyst is C1COCC1. The product is [O:32]=[C:26]1[CH:25]([N:18]2[C:17](=[O:33])[C:16]3[C:20](=[CH:21][CH:22]=[CH:23][C:15]=3[CH2:14][NH:13][C:10]([NH:9][C:4]3[CH:5]=[CH:6][CH:7]=[CH:8][C:3]=3[O:2][CH3:1])=[O:11])[C:19]2=[O:24])[CH2:30][CH2:29][C:28](=[O:31])[NH:27]1. The yield is 0.800. (5) The reactants are C(C1C=CC=CC=1)(=O)CC.[C:11]1([C:17](=[O:23])[C:18](=[N:21][OH:22])[CH2:19]C)[CH:16]=[CH:15][CH:14]=[CH:13][CH:12]=1. No catalyst specified. The product is [C:11]1([C:17](=[O:23])[C:18](=[N:21][OH:22])[CH3:19])[CH:16]=[CH:15][CH:14]=[CH:13][CH:12]=1. The yield is 0.840.